This data is from Full USPTO retrosynthesis dataset with 1.9M reactions from patents (1976-2016). The task is: Predict the reactants needed to synthesize the given product. (1) Given the product [O-:65][S:63]([C:66]([F:69])([F:68])[F:67])(=[O:64])=[O:62].[O:41]=[C:36]1[CH:37]=[CH:38][C:39](=[O:40])[N:35]1[CH2:34][C:33]1[CH:32]=[C:31]([I+:30][C:50]2[CH:51]=[CH:52][C:47]([O:46][CH3:45])=[CH:48][CH:49]=2)[CH:44]=[CH:43][CH:42]=1, predict the reactants needed to synthesize it. The reactants are: [Si](OC(C)=O)(C)(C)C.[B-](F)(F)(F)F.[B-](F)(F)(F)F.C1[N+]2(CCl)CC[N+](F)(CC2)C1.[I:30][C:31]1[CH:32]=[C:33]([CH:42]=[CH:43][CH:44]=1)[CH2:34][N:35]1[C:39](=[O:40])[CH:38]=[CH:37][C:36]1=[O:41].[CH3:45][O:46][C:47]1[CH:52]=[CH:51][C:50]([B-](F)(F)F)=[CH:49][CH:48]=1.[K+].[Si]([O:62][S:63]([C:66]([F:69])([F:68])[F:67])(=[O:65])=[O:64])(C)(C)C. (2) Given the product [F:10][C:11]1[CH:16]=[CH:15][CH:14]=[CH:13][C:12]=1[C:17](=[O:20])[CH:18]([C:6]1[CH:7]=[CH:8][C:3]([O:2][CH3:1])=[CH:4][CH:5]=1)[CH3:19], predict the reactants needed to synthesize it. The reactants are: [CH3:1][O:2][C:3]1[CH:8]=[CH:7][C:6](Cl)=[CH:5][CH:4]=1.[F:10][C:11]1[CH:16]=[CH:15][CH:14]=[CH:13][C:12]=1[C:17](=[O:20])[CH2:18][CH3:19].C(O[Na])(C)(C)C. (3) Given the product [F:1][C:2]1[CH:7]=[C:6]([F:8])[C:5]([CH3:9])=[CH:4][C:3]=1[OH:19], predict the reactants needed to synthesize it. The reactants are: [F:1][C:2]1[CH:7]=[C:6]([F:8])[C:5]([CH3:9])=[CH:4][C:3]=1B1OC(C)(C)C(C)(C)O1.[OH-:19].[Na+].OO.Cl. (4) Given the product [CH2:1]([O:3][C:4]1[CH:5]=[C:6]([CH:10]=[CH:11][C:12]=1[O:13][CH3:14])[C:7]#[N:9])[CH3:2], predict the reactants needed to synthesize it. The reactants are: [CH2:1]([O:3][C:4]1[CH:5]=[C:6]([CH:10]=[CH:11][C:12]=1[O:13][CH3:14])[C:7]([NH2:9])=O)[CH3:2].P(Cl)(Cl)(Cl)=O.